Dataset: Reaction yield outcomes from USPTO patents with 853,638 reactions. Task: Predict the reaction yield, written as a fraction of the theoretical maximum amount of product (1.0 means a 100% yield; for example, 0.34 means a 34% yield). (1) The reactants are Cl[C:2]1[N:7]=[N:6][C:5]([NH2:8])=[CH:4][CH:3]=1.[CH3:9][N:10]1[CH2:15][CH2:14][NH:13][CH2:12][CH2:11]1. No catalyst specified. The product is [CH3:9][N:10]1[CH2:15][CH2:14][N:13]([C:2]2[N:7]=[N:6][C:5]([NH2:8])=[CH:4][CH:3]=2)[CH2:12][CH2:11]1. The yield is 0.245. (2) The reactants are C(Cl)(=O)C(Cl)=O.CS(C)=O.[N:11]1([CH2:17][C:18]2[CH:23]=[CH:22][C:21]([CH2:24][OH:25])=[CH:20][CH:19]=2)[CH2:16][CH2:15][O:14][CH2:13][CH2:12]1.CCN(CC)CC. The catalyst is C(Cl)Cl.O. The product is [N:11]1([CH2:17][C:18]2[CH:23]=[CH:22][C:21]([CH:24]=[O:25])=[CH:20][CH:19]=2)[CH2:16][CH2:15][O:14][CH2:13][CH2:12]1. The yield is 0.810. (3) The reactants are Br[C:2]1[CH:7]=[CH:6][N:5]=[C:4]2[NH:8][C:9]([CH2:11][C:12](=[O:18])[N:13]3[CH2:17][CH2:16][CH2:15][CH2:14]3)=[CH:10][C:3]=12.[O:19]=[S:20]1(=[O:44])[CH2:24][CH2:23][CH:22]([NH:25][S:26]([C:29]2[CH:34]=[CH:33][C:32](B3OC(C)(C)C(C)(C)O3)=[CH:31][CH:30]=2)(=[O:28])=[O:27])[CH2:21]1.C(=O)([O-])[O-].[Na+].[Na+]. The catalyst is [Pd](Cl)Cl.C1(P([C-]2C=CC=C2)C2C=CC=CC=2)C=CC=CC=1.[C-]1(P(C2C=CC=CC=2)C2C=CC=CC=2)C=CC=C1.[Fe+2].O1CCOCC1.O. The product is [O:44]=[S:20]1(=[O:19])[CH2:24][CH2:23][CH:22]([NH:25][S:26]([C:29]2[CH:34]=[CH:33][C:32]([C:2]3[CH:7]=[CH:6][N:5]=[C:4]4[NH:8][C:9]([CH2:11][C:12](=[O:18])[N:13]5[CH2:17][CH2:16][CH2:15][CH2:14]5)=[CH:10][C:3]=34)=[CH:31][CH:30]=2)(=[O:27])=[O:28])[CH2:21]1. The yield is 0.110. (4) The reactants are [F:1][C:2]([F:20])([C:6]1[CH:7]=[C:8]2[C:13](=[CH:14][CH:15]=1)[C:12]([CH3:17])([CH3:16])[CH2:11][CH2:10][C:9]2([CH3:19])[CH3:18])[C:3]([OH:5])=O.[CH3:21][O:22][C:23](=[O:31])[C:24]1[CH:29]=[CH:28][CH:27]=[C:26]([NH2:30])[CH:25]=1.CCN(CC)CC. The catalyst is O=S(Cl)Cl.CN(C=O)C.CN(C1C=CN=CC=1)C.C(Cl)Cl.[NH4+].[Cl-]. The product is [F:20][C:2]([F:1])([C:6]1[CH:7]=[C:8]2[C:13](=[CH:14][CH:15]=1)[C:12]([CH3:17])([CH3:16])[CH2:11][CH2:10][C:9]2([CH3:18])[CH3:19])[C:3]([NH:30][C:26]1[CH:25]=[C:24]([CH:29]=[CH:28][CH:27]=1)[C:23]([O:22][CH3:21])=[O:31])=[O:5]. The yield is 0.700. (5) The reactants are [CH3:1][N:2]([CH3:20])[CH2:3][CH2:4][CH2:5][O:6][C:7]1[CH:12]=[CH:11][C:10]([NH2:13])=[CH:9][C:8]=1[C:14]1[N:15]([CH3:19])[N:16]=[CH:17][CH:18]=1.[F:21][C:22]1[CH:23]=[C:24]([N:29]=[C:30]=[O:31])[CH:25]=[CH:26][C:27]=1[F:28]. The catalyst is C(Cl)Cl. The product is [F:21][C:22]1[CH:23]=[C:24]([NH:29][C:30]([NH:13][C:10]2[CH:11]=[CH:12][C:7]([O:6][CH2:5][CH2:4][CH2:3][N:2]([CH3:1])[CH3:20])=[C:8]([C:14]3[N:15]([CH3:19])[N:16]=[CH:17][CH:18]=3)[CH:9]=2)=[O:31])[CH:25]=[CH:26][C:27]=1[F:28]. The yield is 0.560. (6) The reactants are [Cl:1][C:2]1[C:11]2[CH2:10][N:9]([C@H:12]([CH:16]([CH3:18])[CH3:17])[C:13](O)=[O:14])[C:8](=[O:19])[C:7]3=[CH:20][NH:21][C:5]([C:6]=23)=[N:4][CH:3]=1.[NH:22]1[CH2:26][CH2:25][CH:24]([C:27]#[N:28])[CH2:23]1.CN(C(ON1N=NC2C=CC=NC1=2)=[N+](C)C)C.F[P-](F)(F)(F)(F)F. The catalyst is C1COCC1. The product is [Cl:1][C:2]1[C:11]2[CH2:10][N:9]([C@H:12]([CH:16]([CH3:17])[CH3:18])[C:13]([N:22]3[CH2:26][CH2:25][CH:24]([C:27]#[N:28])[CH2:23]3)=[O:14])[C:8](=[O:19])[C:7]3=[CH:20][NH:21][C:5]([C:6]=23)=[N:4][CH:3]=1. The yield is 0.104. (7) The reactants are [F:1][C:2]1[CH:7]=[C:6]([C:8]([F:11])([F:10])[F:9])[CH:5]=[CH:4][C:3]=1[C:12]1[C:21]2[CH2:20][CH2:19][CH2:18]/[C:17](=[CH:22]\[C:23]([O:25][CH2:26][CH3:27])=[O:24])/[C:16]=2[CH:15]=[N:14][CH:13]=1.FC1C=C(C(F)(F)F)C=CC=1C1C2CCC/C(=C/C(OCC)=O)/C=2C=NC=1. The catalyst is CO.[Pd]. The product is [F:1][C:2]1[CH:7]=[C:6]([C:8]([F:10])([F:9])[F:11])[CH:5]=[CH:4][C:3]=1[C:12]1[C:21]2[CH2:20][CH2:19][CH2:18][CH:17]([CH2:22][C:23]([O:25][CH2:26][CH3:27])=[O:24])[C:16]=2[CH:15]=[N:14][CH:13]=1. The yield is 0.930. (8) The reactants are [H-].[Na+].N1[C:12]2[C:7](=C[CH:9]=[CH:10][CH:11]=2)[NH:6][C:5](=[O:13])C1=O.[CH3:15]I.O.[CH3:18][N:19]([CH:21]=[O:22])[CH3:20]. No catalyst specified. The product is [CH3:18][N:19]1[C:20]2[C:7](=[CH:12][CH:11]=[CH:10][CH:9]=2)[N:6]([CH3:15])[C:5](=[O:13])[C:21]1=[O:22]. The yield is 0.950. (9) The reactants are [H-].[Al+3].[Li+].[H-].[H-].[H-].[CH2:7]([N:14]1[C:20](=O)[C:19]2[CH:22]=[CH:23][C:24]([S:26][CH:27]([CH3:29])[CH3:28])=[N:25][C:18]=2[O:17][CH2:16][CH2:15]1)[C:8]1[CH:13]=[CH:12][CH:11]=[CH:10][CH:9]=1.[OH-].[Na+].[Cl-].[NH4+]. The catalyst is C(OCC)C.O. The product is [CH2:7]([N:14]1[CH2:20][C:19]2[CH:22]=[CH:23][C:24]([S:26][CH:27]([CH3:29])[CH3:28])=[N:25][C:18]=2[O:17][CH2:16][CH2:15]1)[C:8]1[CH:13]=[CH:12][CH:11]=[CH:10][CH:9]=1. The yield is 0.790.